Dataset: Forward reaction prediction with 1.9M reactions from USPTO patents (1976-2016). Task: Predict the product of the given reaction. (1) The product is: [CH3:11][O:10][C:3]1[CH:4]=[C:5]([CH:8]=[CH:9][C:2]=1[O:1][CH2:12][O:13][CH2:14][CH2:15][O:16][CH3:17])[CH:6]=[O:7]. Given the reactants [OH:1][C:2]1[CH:9]=[CH:8][C:5]([CH:6]=[O:7])=[CH:4][C:3]=1[O:10][CH3:11].[CH3:12][O:13][CH2:14][CH2:15][O:16][CH2:17]Cl, predict the reaction product. (2) Given the reactants [CH3:1][O:2][C:3]([C:5]1[CH:10]=[CH:9][C:8](B(O)O)=[CH:7][CH:6]=1)=[O:4].Br[C:15]1[CH:16]=[CH:17][C:18]([C:21]#[N:22])=[N:19][CH:20]=1.C(=O)([O-])[O-].[K+].[K+], predict the reaction product. The product is: [C:21]([C:18]1[N:19]=[CH:20][C:15]([C:8]2[CH:9]=[CH:10][C:5]([C:3]([O:2][CH3:1])=[O:4])=[CH:6][CH:7]=2)=[CH:16][CH:17]=1)#[N:22]. (3) The product is: [CH3:22][O:21][C:19]([N:7]([CH3:8])[C@@H:3]([CH:2]([CH3:9])[CH3:1])[C:4]([OH:6])=[O:5])=[O:20]. Given the reactants [CH3:1][CH:2]([CH3:9])[C@H:3]([NH:7][CH3:8])[C:4]([OH:6])=[O:5].[OH-].[Na+].C(=O)([O-])[O-].[Na+].[Na+].Cl[C:19]([O:21][CH3:22])=[O:20], predict the reaction product.